From a dataset of Reaction yield outcomes from USPTO patents with 853,638 reactions. Predict the reaction yield, written as a fraction of the theoretical maximum amount of product (1.0 means a 100% yield; for example, 0.34 means a 34% yield). (1) The reactants are [CH:1]([C:4]1[C:9]([C:10]([OH:12])=O)=[C:8]([CH3:13])[CH:7]=[C:6]([N:14]2[CH2:19][CH2:18][O:17][CH2:16][CH2:15]2)[N:5]=1)([CH3:3])[CH3:2].C(N(C(C)C)C(C)C)C.Cl.C(N=C=NCCCN(C)C)C.O.ON1C2C=CC=CC=2N=N1.[NH2:52][CH2:53][C@@H:54]1[CH2:59][CH2:58][CH2:57][CH2:56][C@H:55]1[OH:60]. The catalyst is ClCCl.C(OCC)(=O)C.[Cl-].[NH4+]. The product is [OH:60][C@@H:55]1[CH2:56][CH2:57][CH2:58][CH2:59][C@H:54]1[CH2:53][NH:52][C:10]([C:9]1[C:4]([CH:1]([CH3:2])[CH3:3])=[N:5][C:6]([N:14]2[CH2:19][CH2:18][O:17][CH2:16][CH2:15]2)=[CH:7][C:8]=1[CH3:13])=[O:12]. The yield is 0.630. (2) The reactants are [CH2:1]([O:3][C:4]1[CH:5]=[C:6]([CH2:18][OH:19])[CH:7]=[C:8]([O:15][CH2:16][CH3:17])[C:9]=1[N:10]1[CH:14]=[CH:13][CH:12]=[CH:11]1)[CH3:2]. The catalyst is C1(C)C=CC=CC=1.O=[Mn]=O. The product is [CH2:16]([O:15][C:8]1[CH:7]=[C:6]([CH:5]=[C:4]([O:3][CH2:1][CH3:2])[C:9]=1[N:10]1[CH:14]=[CH:13][CH:12]=[CH:11]1)[CH:18]=[O:19])[CH3:17]. The yield is 0.890. (3) The reactants are [C:1]1([CH2:7][C@@H:8]2[NH:13][C:12](=O)[C@H:11]([CH2:15][C:16]3[CH:21]=[CH:20][CH:19]=[CH:18][CH:17]=3)[NH:10][C:9]2=O)[CH:6]=[CH:5][CH:4]=[CH:3][CH:2]=1.B.C1COCC1. The catalyst is C1COCC1. The product is [C:16]1([CH2:15][C@H:11]2[CH2:12][NH:13][C@@H:8]([CH2:7][C:1]3[CH:6]=[CH:5][CH:4]=[CH:3][CH:2]=3)[CH2:9][NH:10]2)[CH:17]=[CH:18][CH:19]=[CH:20][CH:21]=1. The yield is 0.820. (4) The reactants are [CH3:1][O:2][C:3]1[CH:8]=[CH:7][C:6]([N+:9]([O-:11])=[O:10])=[CH:5][C:4]=1[OH:12].C([O-])([O-])=O.[K+].[K+].Cl.Cl[CH2:21][CH2:22][N:23]1[CH2:28][CH2:27][CH2:26][CH2:25][CH2:24]1. The catalyst is CN(C=O)C.O. The product is [CH3:1][O:2][C:3]1[CH:8]=[CH:7][C:6]([N+:9]([O-:11])=[O:10])=[CH:5][C:4]=1[O:12][CH2:21][CH2:22][N:23]1[CH2:28][CH2:27][CH2:26][CH2:25][CH2:24]1. The yield is 0.990.